Dataset: Catalyst prediction with 721,799 reactions and 888 catalyst types from USPTO. Task: Predict which catalyst facilitates the given reaction. (1) Reactant: [CH3:1][O:2][C:3]1[CH:10]=[CH:9][CH:8]=[C:7]([O:11][CH3:12])[C:4]=1[CH:5]=O.[C:13]([C:16]1[CH:21]=[CH:20][CH:19]=[CH:18][CH:17]=1)(=[O:15])[CH3:14].[OH-].[Na+]. Product: [CH3:1][O:2][C:3]1[CH:10]=[CH:9][CH:8]=[C:7]([O:11][CH3:12])[C:4]=1[CH:5]=[CH:14][C:13]([C:16]1[CH:21]=[CH:20][CH:19]=[CH:18][CH:17]=1)=[O:15]. The catalyst class is: 24. (2) Reactant: [H-].[Na+].[OH:3][C:4]1[C:13]2[C:8](=[CH:9][CH:10]=[CH:11][CH:12]=2)[C:7]([CH:14]=[O:15])=[CH:6][CH:5]=1.Br[CH2:17][C:18]1[CH:23]=[CH:22][C:21]([Cl:24])=[CH:20][CH:19]=1.Cl. Product: [Cl:24][C:21]1[CH:22]=[CH:23][C:18]([CH2:17][O:3][C:4]2[C:13]3[C:8](=[CH:9][CH:10]=[CH:11][CH:12]=3)[C:7]([CH:14]=[O:15])=[CH:6][CH:5]=2)=[CH:19][CH:20]=1. The catalyst class is: 9. (3) Reactant: [O:1]=[C:2]1[C:10]2([CH2:14][O:13][C:12]3[CH:15]=[C:16]4[C:20](=[CH:21][C:11]2=3)[CH2:19][CH2:18][O:17]4)[C:9]2[C:4](=[CH:5][CH:6]=[CH:7][CH:8]=2)[N:3]1[CH2:22][C:23]1[CH:24]=[C:25]([CH:29]=[CH:30][CH:31]=1)[C:26](O)=[O:27].CN(C)C=O.C(Cl)(=O)C([Cl:40])=O. The catalyst class is: 4. Product: [O:1]=[C:2]1[C:10]2([C:11]3=[CH:21][C:20]4[CH2:19][CH2:18][O:17][C:16]=4[CH:15]=[C:12]3[O:13][CH2:14]2)[C:9]2[C:4](=[CH:5][CH:6]=[CH:7][CH:8]=2)[N:3]1[CH2:22][C:23]1[CH:24]=[C:25]([CH:29]=[CH:30][CH:31]=1)[C:26]([Cl:40])=[O:27].